Task: Regression. Given a peptide amino acid sequence and an MHC pseudo amino acid sequence, predict their binding affinity value. This is MHC class II binding data.. Dataset: Peptide-MHC class II binding affinity with 134,281 pairs from IEDB (1) The peptide sequence is REEHYIVLSSELRLS. The MHC is DRB1_1302 with pseudo-sequence DRB1_1302. The binding affinity (normalized) is 0.610. (2) The peptide sequence is KPAAAATATATSAVG. The MHC is HLA-DQA10102-DQB10502 with pseudo-sequence HLA-DQA10102-DQB10502. The binding affinity (normalized) is 0.407. (3) The peptide sequence is EGELHGRQIRMAKLLG. The MHC is DRB1_1501 with pseudo-sequence DRB1_1501. The binding affinity (normalized) is 0.285. (4) The peptide sequence is DAYICAIRRAKSFIY. The MHC is HLA-DPA10301-DPB10402 with pseudo-sequence HLA-DPA10301-DPB10402. The binding affinity (normalized) is 0.342.